This data is from Full USPTO retrosynthesis dataset with 1.9M reactions from patents (1976-2016). The task is: Predict the reactants needed to synthesize the given product. Given the product [Br:1][C:2]1[CH:3]=[C:4]2[NH:10][C:9](=[O:11])[C:8]3([CH:12]([C:13]4[CH:18]=[CH:17][CH:16]=[C:15]([Cl:19])[C:14]=4[F:20])[CH:28]([C:29]([NH:31][C:32]4[CH:44]=[CH:43][C:35]([O:36][CH2:37][CH2:38][OH:39])=[CH:34][C:33]=4[O:45][CH3:46])=[O:30])[NH:27][CH:26]3[CH2:25][C:24]([CH3:48])([CH3:47])[CH3:23])[C:5]2=[N:6][CH:7]=1, predict the reactants needed to synthesize it. The reactants are: [Br:1][C:2]1[CH:3]=[C:4]2[NH:10][C:9](=[O:11])/[C:8](=[CH:12]\[C:13]3[CH:18]=[CH:17][CH:16]=[C:15]([Cl:19])[C:14]=3[F:20])/[C:5]2=[N:6][CH:7]=1.[Li+].[OH-].[CH3:23][C:24]([CH3:48])([CH3:47])[CH2:25]/[CH:26]=[N:27]/[CH2:28][C:29]([NH:31][C:32]1[CH:44]=[CH:43][C:35]([O:36][CH2:37][CH2:38][O:39]C(=O)C)=[CH:34][C:33]=1[O:45][CH3:46])=[O:30].[OH-].[Na+].